From a dataset of Full USPTO retrosynthesis dataset with 1.9M reactions from patents (1976-2016). Predict the reactants needed to synthesize the given product. The reactants are: [CH3:1][S:2]([C:5]1[CH:10]=[CH:9][C:8](B(O)O)=[CH:7][CH:6]=1)(=[O:4])=[O:3].Br[C:15]1[N:20]=[CH:19][C:18]([O:21][CH2:22][CH:23]2[CH2:28][CH2:27][N:26]([C:29]([O:31][CH:32]([CH3:34])[CH3:33])=[O:30])[CH2:25][CH2:24]2)=[CH:17][CH:16]=1.C([O-])([O-])=O.[Na+].[Na+]. Given the product [CH3:1][S:2]([C:5]1[CH:10]=[CH:9][C:8]([C:15]2[N:20]=[CH:19][C:18]([O:21][CH2:22][CH:23]3[CH2:24][CH2:25][N:26]([C:29]([O:31][CH:32]([CH3:34])[CH3:33])=[O:30])[CH2:27][CH2:28]3)=[CH:17][CH:16]=2)=[CH:7][CH:6]=1)(=[O:4])=[O:3], predict the reactants needed to synthesize it.